Task: Regression. Given a peptide amino acid sequence and an MHC pseudo amino acid sequence, predict their binding affinity value. This is MHC class I binding data.. Dataset: Peptide-MHC class I binding affinity with 185,985 pairs from IEDB/IMGT (1) The peptide sequence is ICPRTIPGISM. The MHC is Mamu-A01 with pseudo-sequence Mamu-A01. The binding affinity (normalized) is 0.629. (2) The peptide sequence is VVYRGTTTY. The MHC is HLA-A68:01 with pseudo-sequence HLA-A68:01. The binding affinity (normalized) is 0.276.